From a dataset of Full USPTO retrosynthesis dataset with 1.9M reactions from patents (1976-2016). Predict the reactants needed to synthesize the given product. Given the product [OH:1][N:2]=[C:3]([Cl:15])[C:5]1[C:9]([NH:10][CH2:11][CH2:12][O:13][CH3:14])=[N:8][O:7][N:6]=1, predict the reactants needed to synthesize it. The reactants are: [OH:1][N:2]=[C:3]([C:5]1[C:9]([NH:10][CH2:11][CH2:12][O:13][CH3:14])=[N:8][O:7][N:6]=1)N.[ClH:15].[Cl-].[Na+].N([O-])=O.[Na+].